Dataset: Full USPTO retrosynthesis dataset with 1.9M reactions from patents (1976-2016). Task: Predict the reactants needed to synthesize the given product. (1) Given the product [CH2:50]([O:49][C:47]([N:37]1[CH:36]=[CH:35][N:34]=[C:33]1[CH2:32][N:24]([CH2:23][C:20]1[CH:21]=[CH:22][C:17]([C:16](=[O:38])[NH:15][C:12]2[CH:11]=[CH:10][C:9]([CH2:8][N:4]([CH2:5][CH2:6][CH3:7])[CH2:1][CH2:2][CH3:3])=[CH:14][CH:13]=2)=[CH:18][CH:19]=1)[CH2:25][C:26]1[N:27]([CH3:31])[CH:28]=[CH:29][N:30]=1)=[O:48])[CH3:39], predict the reactants needed to synthesize it. The reactants are: [CH2:1]([N:4]([CH2:8][C:9]1[CH:14]=[CH:13][C:12]([NH:15][C:16](=[O:38])[C:17]2[CH:22]=[CH:21][C:20]([CH2:23][N:24]([CH2:32][C:33]3[NH:34][CH:35]=[CH:36][N:37]=3)[CH2:25][C:26]3[N:27]([CH3:31])[CH:28]=[CH:29][N:30]=3)=[CH:19][CH:18]=2)=[CH:11][CH:10]=1)[CH2:5][CH2:6][CH3:7])[CH2:2][CH3:3].[CH2:39](N(CC)CC)C.Cl[C:47]([O:49][CH3:50])=[O:48]. (2) The reactants are: [C:1]([O:5][C:6](=[O:29])[NH:7]/[C:8](=[N:11]\[C:12]([C:14]1[N:23]=[C:22]2[N:16]([CH2:17][CH2:18][O:19][C:20]3[CH:27]=[C:26]([Br:28])[CH:25]=[CH:24][C:21]=32)[CH:15]=1)=O)/SC)([CH3:4])([CH3:3])[CH3:2].C(N(CC)C(C)C)(C)C.Cl.[CH:40]([NH:43][NH2:44])([CH3:42])[CH3:41].O. Given the product [C:1]([O:5][C:6](=[O:29])[NH:7][C:8]1[N:11]=[C:12]([C:14]2[N:23]=[C:22]3[N:16]([CH2:17][CH2:18][O:19][C:20]4[CH:27]=[C:26]([Br:28])[CH:25]=[CH:24][C:21]=43)[CH:15]=2)[N:43]([CH:40]([CH3:42])[CH3:41])[N:44]=1)([CH3:4])([CH3:3])[CH3:2], predict the reactants needed to synthesize it. (3) Given the product [NH2:1][C:2]1[CH:10]=[CH:9][C:5]([C:6]([N:28]2[CH2:27][CH2:26][N:25]([CH2:24][C:20]3[CH:19]=[C:18]([CH:23]=[CH:22][CH:21]=3)[C:17]([NH:16][C:12]([CH3:14])([CH3:15])[CH3:13])=[O:31])[CH2:30][CH2:29]2)=[O:8])=[CH:4][C:3]=1[F:11], predict the reactants needed to synthesize it. The reactants are: [NH2:1][C:2]1[CH:10]=[CH:9][C:5]([C:6]([OH:8])=O)=[CH:4][C:3]=1[F:11].[C:12]([NH:16][C:17](=[O:31])[C:18]1[CH:23]=[CH:22][CH:21]=[C:20]([CH2:24][N:25]2[CH2:30][CH2:29][NH:28][CH2:27][CH2:26]2)[CH:19]=1)([CH3:15])([CH3:14])[CH3:13].Cl.CN(C)CCCN=C=NCC.C(N(CC)CC)C. (4) The reactants are: [CH:1]1([CH2:7][C@H:8]([NH:23]C(=O)OC(C)(C)C)[CH:9]([N:12]([CH3:22])[C:13]([O:15][CH2:16][CH2:17][Si:18]([CH3:21])([CH3:20])[CH3:19])=[O:14])[CH2:10][CH3:11])[CH2:6][CH2:5][CH2:4][CH2:3][CH2:2]1. Given the product [NH2:23][C@H:8]([CH:9]([N:12]([CH3:22])[C:13](=[O:14])[O:15][CH2:16][CH2:17][Si:18]([CH3:20])([CH3:19])[CH3:21])[CH2:10][CH3:11])[CH2:7][CH:1]1[CH2:6][CH2:5][CH2:4][CH2:3][CH2:2]1, predict the reactants needed to synthesize it. (5) Given the product [Br:25][CH2:22][CH2:21][O:20][CH2:19][CH2:18][O:17][CH2:16][CH2:15][O:14][CH2:13][CH2:12][O:11][CH2:10][CH2:9][O:8][CH2:1][C:2]1[CH:7]=[CH:6][CH:5]=[CH:4][CH:3]=1, predict the reactants needed to synthesize it. The reactants are: [CH2:1]([O:8][CH2:9][CH2:10][O:11][CH2:12][CH2:13][O:14][CH2:15][CH2:16][O:17][CH2:18][CH2:19][O:20][CH2:21][CH2:22]O)[C:2]1[CH:7]=[CH:6][CH:5]=[CH:4][CH:3]=1.C(Br)(Br)(Br)[Br:25].C1(P(C2C=CC=CC=2)C2C=CC=CC=2)C=CC=CC=1. (6) Given the product [F:1][C:2]1[CH:7]=[CH:6][CH:5]=[C:4]([F:8])[C:3]=1[O:9][C:10]1[CH:15]=[CH:14][C:13]([B:20]2[O:21][C:22]([CH3:24])([CH3:23])[C:18]([CH3:34])([CH3:17])[O:19]2)=[CH:12][CH:11]=1, predict the reactants needed to synthesize it. The reactants are: [F:1][C:2]1[CH:7]=[CH:6][CH:5]=[C:4]([F:8])[C:3]=1[O:9][C:10]1[CH:15]=[CH:14][C:13](I)=[CH:12][CH:11]=1.[CH3:17][C:18]1([CH3:34])[C:22]([CH3:24])([CH3:23])[O:21][B:20]([B:20]2[O:21][C:22]([CH3:24])([CH3:23])[C:18]([CH3:34])([CH3:17])[O:19]2)[O:19]1.C([O-])(=O)C.[K+]. (7) Given the product [CH3:13][O:14][C:15]([C:17]1[N:18]=[C:19]([CH3:29])[S:20][C:21]=1[C:22]1[CH:27]=[CH:26][CH:25]=[C:24]([NH:28][S:2]([CH3:1])(=[O:4])=[O:3])[CH:23]=1)=[O:16], predict the reactants needed to synthesize it. The reactants are: [CH3:1][S:2](Cl)(=[O:4])=[O:3].CN1CCOCC1.[CH3:13][O:14][C:15]([C:17]1[N:18]=[C:19]([CH3:29])[S:20][C:21]=1[C:22]1[CH:27]=[CH:26][CH:25]=[C:24]([NH2:28])[CH:23]=1)=[O:16].O. (8) Given the product [F:7][C:2]([P:8]([C:13]([F:18])([F:19])[C:14]([F:17])([F:16])[F:15])(=[O:9])[O-:12])([F:1])[C:3]([F:6])([F:5])[F:4].[CH2:25]([N+:20]1[CH:14]=[CH:13][CH:23]=[CH:22][CH:21]=1)[CH3:24], predict the reactants needed to synthesize it. The reactants are: [F:1][C:2]([P:8]([C:13]([F:19])([F:18])[C:14]([F:17])([F:16])[F:15])(=[O:12])[O:9]CC)([F:7])[C:3]([F:6])([F:5])[F:4].[N:20]1[CH:25]=[CH:24][CH:23]=[CH:22][CH:21]=1.